The task is: Predict the product of the given reaction.. This data is from Forward reaction prediction with 1.9M reactions from USPTO patents (1976-2016). (1) The product is: [CH3:1][O:2][C:3]([C:5]1[S:6][C:7]([C:15]2[CH:14]=[N:13][CH:18]=[CH:17][CH:16]=2)=[C:8]([Br:11])[C:9]=1[F:10])=[O:4]. Given the reactants [CH3:1][O:2][C:3]([C:5]1[S:6][C:7](Br)=[C:8]([Br:11])[C:9]=1[F:10])=[O:4].[N:13]1[CH:18]=[CH:17][CH:16]=[C:15](B(O)O)[CH:14]=1.C([O-])([O-])=O.[Na+].[Na+].C1(C)C=CC=CC=1, predict the reaction product. (2) Given the reactants [C:1]([O:5][C:6](=[O:36])[NH:7][C:8]1([C:12]2[CH:17]=[CH:16][C:15](C3C(=O)C4C(=CC=C(F)C=4)OC=3C3C=CC=CC=3)=[CH:14][CH:13]=2)[CH2:11][CH2:10][CH2:9]1)([CH3:4])([CH3:3])[CH3:2].[Br:37][C:38]1[C:39]([O:56][CH3:57])=[CH:40][CH:41]=[C:42]2[C:47]=1[O:46][C:45]([C:48]1[CH:53]=[CH:52][CH:51]=[CH:50][CH:49]=1)=[C:44](I)[C:43]2=[O:55], predict the reaction product. The product is: [C:1]([O:5][C:6](=[O:36])[NH:7][C:8]1([C:12]2[CH:13]=[CH:14][C:15]([C:44]3[C:43](=[O:55])[C:42]4[C:47](=[C:38]([Br:37])[C:39]([O:56][CH3:57])=[CH:40][CH:41]=4)[O:46][C:45]=3[C:48]3[CH:53]=[CH:52][CH:51]=[CH:50][CH:49]=3)=[CH:16][CH:17]=2)[CH2:9][CH2:10][CH2:11]1)([CH3:4])([CH3:2])[CH3:3].